This data is from Catalyst prediction with 721,799 reactions and 888 catalyst types from USPTO. The task is: Predict which catalyst facilitates the given reaction. Reactant: [C:1]([CH:3]([C:5]1[N:9]=[C:8]([NH:10][C:11](=[O:17])[O:12][C:13]([CH3:16])([CH3:15])[CH3:14])[S:7][N:6]=1)[CH3:4])#[N:2]. Product: [NH2:2][CH2:1][CH:3]([C:5]1[N:9]=[C:8]([NH:10][C:11](=[O:17])[O:12][C:13]([CH3:16])([CH3:15])[CH3:14])[S:7][N:6]=1)[CH3:4]. The catalyst class is: 94.